Dataset: Catalyst prediction with 721,799 reactions and 888 catalyst types from USPTO. Task: Predict which catalyst facilitates the given reaction. (1) Reactant: [OH:1][CH2:2][CH2:3][C@H:4]1[CH2:15][CH2:14][C:13]2[S:12][C:11]3[N:10]=[CH:9][N:8]=[C:7]([NH:16][CH:17]4[CH2:22][CH2:21][CH:20]([NH:23][C:24](=[O:30])[O:25][C:26]([CH3:29])([CH3:28])[CH3:27])[CH2:19][CH2:18]4)[C:6]=3[C:5]1=2.CC(OI1(OC(C)=O)(OC(C)=O)OC(=O)C2C=CC=CC1=2)=O. Product: [O:1]=[CH:2][CH2:3][C@H:4]1[CH2:15][CH2:14][C:13]2[S:12][C:11]3[N:10]=[CH:9][N:8]=[C:7]([NH:16][CH:17]4[CH2:18][CH2:19][CH:20]([NH:23][C:24](=[O:30])[O:25][C:26]([CH3:28])([CH3:27])[CH3:29])[CH2:21][CH2:22]4)[C:6]=3[C:5]1=2. The catalyst class is: 2. (2) Reactant: [C:1]([O:5][C:6]([N:8]1[C:12]2=[N:13][CH:14]=[CH:15][CH:16]=[C:11]2[C:10]([CH2:17][CH:18]([C:22](=O)[CH3:23])[C:19](=O)[CH3:20])=[CH:9]1)=[O:7])([CH3:4])([CH3:3])[CH3:2].[NH2:25][NH2:26]. Product: [C:1]([O:5][C:6]([N:8]1[C:12]2=[N:13][CH:14]=[CH:15][CH:16]=[C:11]2[C:10]([CH2:17][C:18]2[C:22]([CH3:23])=[N:25][NH:26][C:19]=2[CH3:20])=[CH:9]1)=[O:7])([CH3:4])([CH3:3])[CH3:2]. The catalyst class is: 138. (3) Reactant: [C:1]1([C:6]2[C:7]([OH:31])=[C:8]([C:18]3[NH:23][C:22]4[CH:24]=[CH:25][C:26](I)=[CH:27][C:21]=4[S:20](=[O:30])(=[O:29])[N:19]=3)[C:9](=[O:17])[N:10]([CH2:12][CH2:13][CH:14]([CH3:16])[CH3:15])[N:11]=2)[CH2:5][CH2:4][CH2:3][CH:2]=1.N(CC(O)=O)C.[CH3:38][S:39]([NH2:42])(=[O:41])=[O:40].P([O-])([O-])([O-])=O.[K+].[K+].[K+]. Product: [C:1]1([C:6]2[C:7]([OH:31])=[C:8]([C:18]3[NH:23][C:22]4[CH:24]=[CH:25][C:26]([NH:42][S:39]([CH3:38])(=[O:41])=[O:40])=[CH:27][C:21]=4[S:20](=[O:30])(=[O:29])[N:19]=3)[C:9](=[O:17])[N:10]([CH2:12][CH2:13][CH:14]([CH3:16])[CH3:15])[N:11]=2)[CH2:5][CH2:4][CH2:3][CH:2]=1. The catalyst class is: 471.